From a dataset of Catalyst prediction with 721,799 reactions and 888 catalyst types from USPTO. Predict which catalyst facilitates the given reaction. Reactant: [ClH:1].[F:2][C:3]1[C:11]2[NH:10][C:9](=[O:12])[N:8]([CH:13]3[CH2:18][CH2:17][NH:16][CH2:15][CH2:14]3)[C:7]=2[CH:6]=[C:5]([CH3:19])[C:4]=1[F:20].C(N(C(C)C)CC)(C)C.[O:30]1[CH2:35][CH2:34][C:33](=O)[CH2:32][CH2:31]1.C(O[BH-](OC(=O)C)OC(=O)C)(=O)C.[Na+]. The catalyst class is: 4. Product: [ClH:1].[F:2][C:3]1[C:11]2[NH:10][C:9](=[O:12])[N:8]([CH:13]3[CH2:14][CH2:15][N:16]([CH:33]4[CH2:34][CH2:35][O:30][CH2:31][CH2:32]4)[CH2:17][CH2:18]3)[C:7]=2[CH:6]=[C:5]([CH3:19])[C:4]=1[F:20].